This data is from Full USPTO retrosynthesis dataset with 1.9M reactions from patents (1976-2016). The task is: Predict the reactants needed to synthesize the given product. (1) Given the product [F:29][C:30]1[CH:31]=[C:32]2[C:36](=[C:37]([CH2:39][S:40]([CH3:43])(=[O:41])=[O:42])[CH:38]=1)[NH:35][CH:34]=[C:33]2[CH:13]([C:19]1[CH:24]=[CH:23][C:22]([C:25]([F:28])([F:27])[F:26])=[CH:21][CH:20]=1)[CH:14]1[CH2:16][CH:15]1[C:17]#[N:18], predict the reactants needed to synthesize it. The reactants are: [Cl-].[In+3].[Cl-].[Cl-].FC(F)(F)C(O)=O.O[CH:13]([C:19]1[CH:24]=[CH:23][C:22]([C:25]([F:28])([F:27])[F:26])=[CH:21][CH:20]=1)[CH:14]1[CH2:16][CH:15]1[C:17]#[N:18].[F:29][C:30]1[CH:31]=[C:32]2[C:36](=[C:37]([CH2:39][S:40]([CH3:43])(=[O:42])=[O:41])[CH:38]=1)[NH:35][CH:34]=[CH:33]2. (2) Given the product [CH3:1][N:2]1[C:10]2[C:5](=[C:6]([C:11]3[NH:15][N:14]=[C:13]([NH2:16])[CH:12]=3)[CH:7]=[CH:8][CH:9]=2)[C:4]([CH2:27][C:28]2[CH:37]=[CH:36][C:35]3[C:30](=[CH:31][CH:32]=[CH:33][CH:34]=3)[CH:29]=2)=[CH:3]1, predict the reactants needed to synthesize it. The reactants are: [CH3:1][N:2]1[C:10]2[C:5](=[C:6]([C:11]3[NH:15][N:14]=[C:13]([NH:16]S(C4SC(Cl)=C(Cl)C=4)(=O)=O)[CH:12]=3)[CH:7]=[CH:8][CH:9]=2)[C:4]([CH2:27][C:28]2[CH:37]=[CH:36][C:35]3[C:30](=[CH:31][CH:32]=[CH:33][CH:34]=3)[CH:29]=2)=[CH:3]1.ClC1C=C(S(N2C(C3C=CC=C4C=3C(CC3C=CC5C(=CC=CC=5)C=3)=CN4C)=CC(N)=N2)(=O)=O)SC=1Cl.ClC1SC(S(Cl)(=O)=O)=CC=1Cl. (3) The reactants are: [N:1]1([C:7]2[CH:16]=[CH:15][CH:14]=[C:13]3[C:8]=2[C:9]([NH2:18])=[N:10][C:11]([NH2:17])=[N:12]3)[CH2:6][CH2:5][NH:4][CH2:3][CH2:2]1.[F:19][C:20]1[CH:28]=[CH:27][CH:26]=[CH:25][C:21]=1[C:22](Cl)=[O:23]. Given the product [NH2:17][C:11]1[N:10]=[C:9]([NH2:18])[C:8]2[C:13](=[CH:14][CH:15]=[CH:16][C:7]=2[N:1]2[CH2:6][CH2:5][N:4]([C:22]([C:21]3[CH:25]=[CH:26][CH:27]=[CH:28][C:20]=3[F:19])=[O:23])[CH2:3][CH2:2]2)[N:12]=1, predict the reactants needed to synthesize it. (4) Given the product [CH3:10][O:11][C:4]([C@H:5]1[CH2:6][CH2:7][C@H:1]1[C:2]([OH:9])=[O:3])=[O:8], predict the reactants needed to synthesize it. The reactants are: [CH:1]12[CH2:7][CH2:6][CH:5]1[C:4](=[O:8])[O:3][C:2]2=[O:9].[CH3:10][OH:11].